Dataset: NCI-60 drug combinations with 297,098 pairs across 59 cell lines. Task: Regression. Given two drug SMILES strings and cell line genomic features, predict the synergy score measuring deviation from expected non-interaction effect. (1) Drug 1: C1C(C(OC1N2C=NC3=C2NC=NCC3O)CO)O. Drug 2: CC1C(C(CC(O1)OC2CC(CC3=C2C(=C4C(=C3O)C(=O)C5=CC=CC=C5C4=O)O)(C(=O)C)O)N)O. Cell line: SF-295. Synergy scores: CSS=34.8, Synergy_ZIP=0.496, Synergy_Bliss=-0.262, Synergy_Loewe=-15.0, Synergy_HSA=0.619. (2) Drug 1: C1=NC2=C(N1)C(=S)N=C(N2)N. Drug 2: C1CN(CCN1C(=O)CCBr)C(=O)CCBr. Cell line: SF-539. Synergy scores: CSS=20.9, Synergy_ZIP=-5.86, Synergy_Bliss=-7.63, Synergy_Loewe=-10.7, Synergy_HSA=-5.17. (3) Drug 1: CC1=C(C(CCC1)(C)C)C=CC(=CC=CC(=CC(=O)O)C)C. Drug 2: CC(C)CN1C=NC2=C1C3=CC=CC=C3N=C2N. Cell line: HCT-15. Synergy scores: CSS=2.90, Synergy_ZIP=-0.0666, Synergy_Bliss=-2.56, Synergy_Loewe=1.50, Synergy_HSA=-3.59. (4) Drug 1: CC(C1=C(C=CC(=C1Cl)F)Cl)OC2=C(N=CC(=C2)C3=CN(N=C3)C4CCNCC4)N. Drug 2: CN(C)C1=NC(=NC(=N1)N(C)C)N(C)C. Cell line: HS 578T. Synergy scores: CSS=-1.83, Synergy_ZIP=7.01, Synergy_Bliss=10.6, Synergy_Loewe=-0.141, Synergy_HSA=2.48.